Dataset: Catalyst prediction with 721,799 reactions and 888 catalyst types from USPTO. Task: Predict which catalyst facilitates the given reaction. (1) Reactant: [C:1]([Cl:6])(=O)[C:2](Cl)=O.[CH2:7]([N:14]1[C:18]2[NH:19][C:20]([C:24]([CH3:27])([CH3:26])[CH3:25])=[N:21]C(=O)C=2[N:16]=[N:15]1)[C:8]1[CH:13]=[CH:12][CH:11]=[CH:10][CH:9]=1.C([O-])(O)=O.[Na+]. Product: [CH2:7]([N:14]1[C:18]2[N:19]=[C:20]([C:24]([CH3:27])([CH3:26])[CH3:25])[N:21]=[C:1]([Cl:6])[C:2]=2[N:16]=[N:15]1)[C:8]1[CH:9]=[CH:10][CH:11]=[CH:12][CH:13]=1. The catalyst class is: 139. (2) Reactant: [O:1]=[C:2]1[N:6]2[CH2:7][C:8](=[O:14])[NH:9][C:10]3[CH:11]=[CH:12][CH:13]=[C:4]([C:5]=32)[N:3]1[CH2:15][C:16]([O:18][CH3:19])=[O:17].[C:20](=O)([O-])[O-].[Cs+].[Cs+].IC. Product: [CH3:20][N:9]1[C:10]2[CH:11]=[CH:12][CH:13]=[C:4]3[N:3]([CH2:15][C:16]([O:18][CH3:19])=[O:17])[C:2](=[O:1])[N:6]([C:5]=23)[CH2:7][C:8]1=[O:14]. The catalyst class is: 3. (3) Reactant: [F:1][C:2]1[CH:22]=[CH:21][C:5]([CH2:6][O:7][C:8]2[CH:17]=[C:16]3[C:11]([CH:12]=[C:13]([C:18](=[O:20])[CH3:19])[CH:14]=[N:15]3)=[CH:10][CH:9]=2)=[CH:4][CH:3]=1.[BH4-].[Na+].[Li+].[BH4-]. Product: [F:1][C:2]1[CH:22]=[CH:21][C:5]([CH2:6][O:7][C:8]2[CH:17]=[C:16]3[C:11]([CH:12]=[C:13]([CH:18]([OH:20])[CH3:19])[CH:14]=[N:15]3)=[CH:10][CH:9]=2)=[CH:4][CH:3]=1. The catalyst class is: 1. (4) Reactant: [NH2:1][C:2]1[CH:17]=[CH:16][C:5]2[N:6]([C:9]3[CH:14]=[CH:13][CH:12]=[CH:11][C:10]=3[OH:15])[CH:7]=[N:8][C:4]=2[CH:3]=1.[CH2:18](Br)[C:19]#[CH:20].C([O-])([O-])=O.[K+].[K+].CC(C)=O. Product: [NH2:1][C:2]1[CH:17]=[CH:16][C:5]2[N:6]([C:9]3[CH:14]=[CH:13][CH:12]=[CH:11][C:10]=3[O:15][CH2:20][C:19]#[CH:18])[CH:7]=[N:8][C:4]=2[CH:3]=1. The catalyst class is: 11.